This data is from Forward reaction prediction with 1.9M reactions from USPTO patents (1976-2016). The task is: Predict the product of the given reaction. The product is: [Cl:11][C:12]1[CH:13]=[C:14]([CH:38]=[CH:39][C:40]=1[F:41])[NH:15][C:16]1[C:25]2[C:20](=[CH:21][C:22]([O:37][CH2:2][CH2:3][OH:4])=[CH:23][C:24]=2[O:26][CH2:27][C@H:28]2[CH2:32][CH2:31][CH2:30][N:29]2[C:33](=[O:36])[CH2:34][OH:35])[N:19]=[CH:18][N:17]=1. Given the reactants Br[CH2:2][CH2:3][OH:4].C(=O)([O-])[O-].[K+].[K+].[Cl:11][C:12]1[CH:13]=[C:14]([CH:38]=[CH:39][C:40]=1[F:41])[NH:15][C:16]1[C:25]2[C:20](=[CH:21][C:22]([OH:37])=[CH:23][C:24]=2[O:26][CH2:27][C@H:28]2[CH2:32][CH2:31][CH2:30][N:29]2[C:33](=[O:36])[CH2:34][OH:35])[N:19]=[CH:18][N:17]=1.O, predict the reaction product.